This data is from Catalyst prediction with 721,799 reactions and 888 catalyst types from USPTO. The task is: Predict which catalyst facilitates the given reaction. (1) Reactant: [CH2:1]([O:5][C:6]([N:8]1[CH2:13][CH2:12][N:11]([C:14](=[O:40])[C@@H:15]([NH:26][C:27]([C:29]2[CH:38]=[C:37]([OH:39])[C:36]3[C:31](=[CH:32][CH:33]=[CH:34][CH:35]=3)[N:30]=2)=[O:28])[CH2:16][CH2:17][O:18][CH2:19][C:20]2[CH:25]=[CH:24][CH:23]=[CH:22][CH:21]=2)[CH2:10][CH2:9]1)=[O:7])[CH2:2][CH2:3][CH3:4].C(=O)([O-])[O-].[Cs+].[Cs+].[C:47]([O:51][C:52](=[O:55])[CH2:53]Br)([CH3:50])([CH3:49])[CH3:48]. Product: [CH2:1]([O:5][C:6]([N:8]1[CH2:9][CH2:10][N:11]([C:14](=[O:40])[C@@H:15]([NH:26][C:27]([C:29]2[CH:38]=[C:37]([O:39][CH2:53][C:52]([O:51][C:47]([CH3:50])([CH3:49])[CH3:48])=[O:55])[C:36]3[C:31](=[CH:32][CH:33]=[CH:34][CH:35]=3)[N:30]=2)=[O:28])[CH2:16][CH2:17][O:18][CH2:19][C:20]2[CH:25]=[CH:24][CH:23]=[CH:22][CH:21]=2)[CH2:12][CH2:13]1)=[O:7])[CH2:2][CH2:3][CH3:4]. The catalyst class is: 18. (2) Reactant: [CH2:1]([O:8][C:9]1[CH:18]=[C:17]2[C:12]([C:13]([NH:22][CH2:23][C:24]([CH3:27])([OH:26])[CH3:25])=[C:14]([N+:19]([O-])=O)[CH:15]=[N:16]2)=[CH:11][CH:10]=1)[C:2]1[CH:7]=[CH:6][CH:5]=[CH:4][CH:3]=1.ClCCl. Product: [NH2:19][C:14]1[CH:15]=[N:16][C:17]2[C:12]([C:13]=1[NH:22][CH2:23][C:24]([CH3:27])([OH:26])[CH3:25])=[CH:11][CH:10]=[C:9]([O:8][CH2:1][C:2]1[CH:7]=[CH:6][CH:5]=[CH:4][CH:3]=1)[CH:18]=2. The catalyst class is: 465. (3) Reactant: [F:1][C:2]1[CH:22]=[CH:21][C:5]([CH2:6][N:7]2[C:15]3[C:10](=[CH:11][CH:12]=[CH:13][CH:14]=3)[CH:9]=[C:8]2[C:16]([O:18]CC)=[O:17])=[CH:4][CH:3]=1.[OH-].[Na+]. Product: [F:1][C:2]1[CH:3]=[CH:4][C:5]([CH2:6][N:7]2[C:15]3[C:10](=[CH:11][CH:12]=[CH:13][CH:14]=3)[CH:9]=[C:8]2[C:16]([OH:18])=[O:17])=[CH:21][CH:22]=1. The catalyst class is: 8. (4) Reactant: [NH2:1][C:2]1[N:7]=[CH:6][C:5]([CH2:8][CH:9]([C:15]2[N:16]=[CH:17][NH:18][CH:19]=2)[C:10]([O:12][CH2:13][CH3:14])=[O:11])=[CH:4][CH:3]=1.[H-].[Na+].[CH:22]([NH:35][C:36](=[O:39])[CH2:37]Br)([C:29]1[CH:34]=[CH:33][CH:32]=[CH:31][CH:30]=1)[C:23]1[CH:28]=[CH:27][CH:26]=[CH:25][CH:24]=1.O. Product: [NH2:1][C:2]1[N:7]=[CH:6][C:5]([CH2:8][CH:9]([C:15]2[N:16]=[CH:17][N:18]([CH2:37][C:36](=[O:39])[NH:35][CH:22]([C:23]3[CH:28]=[CH:27][CH:26]=[CH:25][CH:24]=3)[C:29]3[CH:34]=[CH:33][CH:32]=[CH:31][CH:30]=3)[CH:19]=2)[C:10]([O:12][CH2:13][CH3:14])=[O:11])=[CH:4][CH:3]=1. The catalyst class is: 3. (5) Reactant: ClCCl.[Cl:4][C:5]1[CH:6]=[C:7]([NH:19][C:20]2[C:25]3[C:26]4[CH2:34][CH2:33][C:32]5[N:31]([CH2:35][CH2:36]O)[N:30]=[CH:29][C:28]=5[C:27]=4[S:38][C:24]=3[N:23]=[CH:22][N:21]=2)[CH:8]=[CH:9][C:10]=1[O:11][CH2:12][C:13]1[CH:18]=[CH:17][CH:16]=[CH:15][N:14]=1.S(Br)([Br:41])=O. Product: [Br:41][CH2:36][CH2:35][N:31]1[C:32]2[CH2:33][CH2:34][C:26]3[C:25]4[C:24](=[N:23][CH:22]=[N:21][C:20]=4[NH:19][C:7]4[CH:8]=[CH:9][C:10]([O:11][CH2:12][C:13]5[CH:18]=[CH:17][CH:16]=[CH:15][N:14]=5)=[C:5]([Cl:4])[CH:6]=4)[S:38][C:27]=3[C:28]=2[CH:29]=[N:30]1. The catalyst class is: 6. (6) Reactant: C1(P([C:14]2[CH:19]=[CH:18]C=CC=2)C2C=CC=CC=2)C=CC=CC=1.[C:20]([O:24][C:25]([O:27][NH:28][C:29](=[O:35])OC(C)(C)C)=[O:26])([CH3:23])([CH3:22])[CH3:21].N(C(OC(C)C)=O)=N[C:38](OC(C)C)=O.[CH2:50]([C:53]1[N:54]([CH2:66][CH2:67][CH2:68][CH2:69]O)[C:55]2[C:64]3[CH:63]=[CH:62][CH:61]=[CH:60][C:59]=3[N:58]=[CH:57][C:56]=2[N:65]=1)[CH2:51][CH3:52]. Product: [C:20]([O:24][C:25]([O:27][N:28]([CH2:69][CH2:68][CH2:67][CH2:66][N:54]1[C:55]2[C:64]3[CH:63]=[CH:62][CH:61]=[CH:60][C:59]=3[N:58]=[CH:57][C:56]=2[N:65]=[C:53]1[CH2:50][CH2:51][CH3:52])[C:29](=[O:35])[C:19]([CH3:18])([CH3:14])[CH3:38])=[O:26])([CH3:21])([CH3:22])[CH3:23]. The catalyst class is: 3. (7) Reactant: [O:1]=[O+][O-].C=[C:5]1[CH2:8][CH:7]([C:9]([O:11][CH2:12][CH2:13][CH3:14])=[O:10])[CH2:6]1.CSC. Product: [O:1]=[C:5]1[CH2:8][CH:7]([C:9]([O:11][CH2:12][CH2:13][CH3:14])=[O:10])[CH2:6]1. The catalyst class is: 5.